The task is: Predict hERG channel inhibition at various concentrations.. This data is from hERG Central: cardiac toxicity at 1µM, 10µM, and general inhibition. The compound is CN(CC(=O)N1CCc2ccccc21)S(=O)(=O)c1ccc(Cl)cc1. Results: hERG_inhib (hERG inhibition (general)): blocker.